Dataset: Full USPTO retrosynthesis dataset with 1.9M reactions from patents (1976-2016). Task: Predict the reactants needed to synthesize the given product. (1) Given the product [CH3:12][N:11]([CH2:10][CH2:9][CH2:8][CH2:7][CH2:6][CH2:5][CH2:4][CH2:3][NH:2][CH3:1])[C:13](=[O:14])[O:15][C:16]([CH3:19])([CH3:18])[CH3:17], predict the reactants needed to synthesize it. The reactants are: [CH3:1][NH:2][CH2:3][CH2:4][CH2:5][CH2:6][CH2:7][CH2:8][CH2:9][CH2:10][NH:11][CH3:12].[C:13](O[C:13]([O:15][C:16]([CH3:19])([CH3:18])[CH3:17])=[O:14])([O:15][C:16]([CH3:19])([CH3:18])[CH3:17])=[O:14].O. (2) Given the product [C:11]([C:7]1[CH:8]=[C:9]2[C:4](=[CH:5][CH:6]=1)[NH:3][C:2]([OH:1])=[C:10]2[C:16]1[CH:27]=[CH:26][C:19]([C:20]([N:22]([O:24][CH3:25])[CH3:23])=[O:21])=[CH:18][N:17]=1)#[N:12], predict the reactants needed to synthesize it. The reactants are: [O:1]=[C:2]1[CH2:10][C:9]2[C:4](=[CH:5][CH:6]=[C:7]([C:11]#[N:12])[CH:8]=2)[NH:3]1.[H-].[Na+].Cl[C:16]1[CH:27]=[CH:26][C:19]([C:20]([N:22]([O:24][CH3:25])[CH3:23])=[O:21])=[CH:18][N:17]=1. (3) Given the product [NH2:1][S:2]([C:5]1[CH:6]=[C:7]([CH:12]=[CH:13][CH:14]=1)[C:8]([OH:10])=[O:9])(=[O:3])=[O:4], predict the reactants needed to synthesize it. The reactants are: [NH2:1][S:2]([C:5]1[CH:6]=[C:7]([CH:12]=[CH:13][CH:14]=1)[C:8]([O:10]C)=[O:9])(=[O:4])=[O:3].[OH-].[Li+]. (4) Given the product [CH3:17][N:5]1[C:6]([C:7]2[CH:8]=[C:9]([C:13]([O:15][CH3:16])=[O:14])[O:10][C:11]=2[CH3:12])=[C:2]([CH3:18])[CH:3]=[N:4]1, predict the reactants needed to synthesize it. The reactants are: Br[C:2]1[CH:3]=[N:4][N:5]([CH3:17])[C:6]=1[C:7]1[CH:8]=[C:9]([C:13]([O:15][CH3:16])=[O:14])[O:10][C:11]=1[CH3:12].[CH3:18]B1OB(C)OB(C)O1. (5) Given the product [Cl:10][C:4]1[CH:5]=[C:6]([O:8][CH3:9])[CH:7]=[C:2]([Cl:1])[C:3]=1[C:11]1[C:15]([CH3:16])=[N:14][N:13]2[C:20](=[O:21])[CH:19]=[CH:18][NH:17][C:12]=12, predict the reactants needed to synthesize it. The reactants are: [Cl:1][C:2]1[CH:7]=[C:6]([O:8][CH3:9])[CH:5]=[C:4]([Cl:10])[C:3]=1[C:11]1[C:15]([CH3:16])=[N:14][NH:13][C:12]=1[NH2:17].[C:18](OC)(=O)[CH2:19][C:20](C)=[O:21]. (6) Given the product [I:1][C:2]1[CH:9]=[CH:8][C:5]([CH2:6][C:16]([CH2:15][CH2:14][C:13]([F:12])([F:21])[F:22])([C:17]#[N:18])[C:19]#[N:20])=[CH:4][CH:3]=1, predict the reactants needed to synthesize it. The reactants are: [I:1][C:2]1[CH:9]=[CH:8][C:5]([CH2:6]Br)=[CH:4][CH:3]=1.[H-].[Na+].[F:12][C:13]([F:22])([F:21])[CH2:14][CH2:15][CH:16]([C:19]#[N:20])[C:17]#[N:18].Cl. (7) Given the product [Cl:1][C:10]1[CH:11]=[C:12]([C:19]2[C:24]3[N:25]([CH2:37][C@H:38]4[CH2:39][CH2:40][C@H:41]([CH3:44])[CH2:42][CH2:43]4)[C:26]([N:28]4[CH2:33][CH2:32][O:31][C@@H:30]5[CH2:34][CH2:35][CH2:36][C@@H:29]45)=[N:27][C:23]=3[CH:22]=[C:21]([C:45](=[NH:46])[NH:2][OH:3])[N:20]=2)[C:13]([N:16]([CH3:17])[CH3:18])=[N:14][CH:15]=1, predict the reactants needed to synthesize it. The reactants are: [ClH:1].[NH2:2][OH:3].C(=O)(O)[O-].[Na+].Cl[C:10]1[CH:11]=[C:12]([C:19]2[C:24]3[N:25]([CH2:37][C@H:38]4[CH2:43][CH2:42][C@H:41]([CH3:44])[CH2:40][CH2:39]4)[C:26]([N:28]4[CH2:33][CH2:32][O:31][C@@H:30]5[CH2:34][CH2:35][CH2:36][C@@H:29]45)=[N:27][C:23]=3[CH:22]=[C:21]([C:45]#[N:46])[N:20]=2)[C:13]([N:16]([CH3:18])[CH3:17])=[N:14][CH:15]=1.